This data is from Full USPTO retrosynthesis dataset with 1.9M reactions from patents (1976-2016). The task is: Predict the reactants needed to synthesize the given product. (1) Given the product [F:10][C:5]1[CH:4]=[CH:3][C:2]([B:11]2[O:15][C:14]([CH3:17])([CH3:16])[C:13]([CH3:19])([CH3:18])[O:12]2)=[CH:9][C:6]=1[CH:7]=[O:8], predict the reactants needed to synthesize it. The reactants are: Br[C:2]1[CH:3]=[CH:4][C:5]([F:10])=[C:6]([CH:9]=1)[CH:7]=[O:8].[B:11]1([B:11]2[O:15][C:14]([CH3:17])([CH3:16])[C:13]([CH3:19])([CH3:18])[O:12]2)[O:15][C:14]([CH3:17])([CH3:16])[C:13]([CH3:19])([CH3:18])[O:12]1.CC([O-])=O.[K+].C(Cl)Cl. (2) Given the product [Cl:1][C:2]1[C:7]([C:8]([F:11])([F:10])[F:9])=[CH:6][CH:5]=[CH:4][C:3]=1[CH2:12][NH:13][C:14]([CH:15]1[CH2:34][O:33][C:32](=[O:38])[N:16]1[CH3:17])=[O:20], predict the reactants needed to synthesize it. The reactants are: [Cl:1][C:2]1[C:7]([C:8]([F:11])([F:10])[F:9])=[CH:6][CH:5]=[CH:4][C:3]=1[CH2:12][NH:13][C:14](=[O:20])[C@H:15](CO)[NH:16][CH3:17].C(N(CC)CC)C.ClC(Cl)(O[C:32](=[O:38])[O:33][C:34](Cl)(Cl)Cl)Cl.